This data is from Reaction yield outcomes from USPTO patents with 853,638 reactions. The task is: Predict the reaction yield, written as a fraction of the theoretical maximum amount of product (1.0 means a 100% yield; for example, 0.34 means a 34% yield). (1) The reactants are [Br:1][C:2]1[CH:3]=[C:4](SC)[C:5]2[N:6]([C:8]([C:11]3[CH:22]=[CH:21][C:14]([C:15]([NH:17][CH:18]4[CH2:20][CH2:19]4)=[O:16])=[C:13]([CH3:23])[CH:12]=3)=[CH:9][N:10]=2)[N:7]=1.[O:26]([S:28]([O-:31])(=O)=O)O.S(O)(O)(=O)=O.S(O)(O)(=O)=O.[K+].[CH3:43]N(C=O)C. No catalyst specified. The product is [Br:1][C:2]1[CH:3]=[C:4]([S:28]([CH3:43])(=[O:31])=[O:26])[C:5]2[N:6]([C:8]([C:11]3[CH:22]=[CH:21][C:14]([C:15]([NH:17][CH:18]4[CH2:19][CH2:20]4)=[O:16])=[C:13]([CH3:23])[CH:12]=3)=[CH:9][N:10]=2)[N:7]=1. The yield is 0.600. (2) The reactants are [NH2:1][C:2]1[CH:11]=[C:10]2[C:5]([CH:6]=[CH:7][CH:8]=[C:9]2[N:12]2[CH2:17][CH2:16][N:15]([CH3:18])[CH2:14][CH2:13]2)=[CH:4][CH:3]=1.C(N(CC)CC)C.[N+:26]([C:29]1[CH:30]=[C:31]([CH:35]=[CH:36][CH:37]=1)[C:32](Cl)=[O:33])([O-:28])=[O:27]. The catalyst is C(#N)C. The product is [N+:26]([C:29]1[CH:30]=[C:31]([CH:35]=[CH:36][CH:37]=1)[C:32]([NH:1][C:2]1[CH:11]=[C:10]2[C:5]([CH:6]=[CH:7][CH:8]=[C:9]2[N:12]2[CH2:17][CH2:16][N:15]([CH3:18])[CH2:14][CH2:13]2)=[CH:4][CH:3]=1)=[O:33])([O-:28])=[O:27]. The yield is 0.470. (3) The yield is 1.00. The reactants are Cl.Cl.[NH2:3][C@H:4]1[CH:9]2[CH2:10][CH2:11][N:6]([CH2:7][CH2:8]2)[CH2:5]1.[H-].[Na+].O=[CH:15][CH2:16][N:17]1[C:21]2[C:22]([C:26]([O:28][CH3:29])=[O:27])=[CH:23][CH:24]=[CH:25][C:20]=2[N:19]=[CH:18]1.C(O[BH-](OC(=O)C)OC(=O)C)(=O)C.[Na+]. The catalyst is C(Cl)Cl.C(O)(=O)C. The product is [N:6]12[CH2:11][CH2:10][CH:9]([CH2:8][CH2:7]1)[C@H:4]([NH:3][CH2:15][CH2:16][N:17]1[C:21]3[C:22]([C:26]([O:28][CH3:29])=[O:27])=[CH:23][CH:24]=[CH:25][C:20]=3[N:19]=[CH:18]1)[CH2:5]2. (4) The reactants are [CH2:1]([O:8][C:9](=[O:26])[CH:10]([NH:18][C:19]([O:21][C:22]([CH3:25])([CH3:24])[CH3:23])=[O:20])[CH2:11][C:12](N(OC)C)=[O:13])[C:2]1[CH:7]=[CH:6][CH:5]=[CH:4][CH:3]=1.CC(C[AlH]CC(C)C)C. The catalyst is C1COCC1. The product is [CH2:1]([O:8][C:9](=[O:26])[CH:10]([NH:18][C:19]([O:21][C:22]([CH3:24])([CH3:23])[CH3:25])=[O:20])[CH2:11][CH:12]=[O:13])[C:2]1[CH:7]=[CH:6][CH:5]=[CH:4][CH:3]=1. The yield is 1.00. (5) The reactants are [C:1]1([C:7]2[C:11]([CH2:12][OH:13])=[C:10]([C:14]([F:17])([F:16])[F:15])[O:9][N:8]=2)[CH:6]=[CH:5][CH:4]=[CH:3][CH:2]=1.[CH3:18][O:19][C:20](=[O:28])[C:21]1[CH:26]=[CH:25][C:24](O)=[N:23][CH:22]=1.C1(P(C2C=CC=CC=2)C2C=CC=CC=2)C=CC=CC=1.N(C(OCC)=O)=NC(OCC)=O. The yield is 0.420. The product is [CH3:18][O:19][C:20](=[O:28])[C:21]1[CH:26]=[CH:25][C:24]([O:13][CH2:12][C:11]2[C:7]([C:1]3[CH:2]=[CH:3][CH:4]=[CH:5][CH:6]=3)=[N:8][O:9][C:10]=2[C:14]([F:16])([F:17])[F:15])=[N:23][CH:22]=1. The catalyst is C1COCC1.